This data is from Catalyst prediction with 721,799 reactions and 888 catalyst types from USPTO. The task is: Predict which catalyst facilitates the given reaction. (1) Reactant: [OH-].C([N+](CCCC)(CCCC)CCCC)CCC.C[Si]([C:23]#[C:24][C:25]1[CH:26]=[C:27]([C:31]2[CH:36]=[CH:35][CH:34]=[CH:33][N:32]=2)[CH:28]=[CH:29][CH:30]=1)(C)C.ClCCl.O. Product: [C:24]([C:25]1[CH:26]=[C:27]([C:31]2[CH:36]=[CH:35][CH:34]=[CH:33][N:32]=2)[CH:28]=[CH:29][CH:30]=1)#[CH:23]. The catalyst class is: 7. (2) Reactant: [NH:1]1[C:10]2[C:5](=[CH:6][CH:7]=[CH:8][CH:9]=2)[CH2:4][CH2:3][CH2:2]1.C(N(CC)CC)C.Cl[S:19]([C:22]1[CH:23]=[C:24]2[C:29](=[CH:30][CH:31]=1)[N:28]([C:32]([O:34][CH2:35][CH3:36])=[O:33])[CH2:27][CH2:26][CH2:25]2)(=[O:21])=[O:20].Cl. Product: [N:1]1([S:19]([C:22]2[CH:23]=[C:24]3[C:29](=[CH:30][CH:31]=2)[N:28]([C:32]([O:34][CH2:35][CH3:36])=[O:33])[CH2:27][CH2:26][CH2:25]3)(=[O:20])=[O:21])[C:10]2[C:5](=[CH:6][CH:7]=[CH:8][CH:9]=2)[CH2:4][CH2:3][CH2:2]1. The catalyst class is: 2. (3) Reactant: Cl[C:2]1[N:7]=[CH:6][N:5]=[C:4]([N:8]2[CH2:13][CH2:12][CH:11]([CH:14]3[CH2:19][CH2:18][N:17]([C:20]([O:22][C:23]([CH3:26])([CH3:25])[CH3:24])=[O:21])[CH2:16][CH2:15]3)[CH2:10][CH2:9]2)[CH:3]=1.[CH3:27][NH2:28]. Product: [CH3:27][NH:28][C:2]1[N:7]=[CH:6][N:5]=[C:4]([N:8]2[CH2:13][CH2:12][CH:11]([CH:14]3[CH2:19][CH2:18][N:17]([C:20]([O:22][C:23]([CH3:26])([CH3:25])[CH3:24])=[O:21])[CH2:16][CH2:15]3)[CH2:10][CH2:9]2)[CH:3]=1. The catalyst class is: 5. (4) Reactant: [Cl:1][C:2]1[CH:11]=[CH:10][C:9]([OH:12])=[C:8]2[C:3]=1[CH:4]=[CH:5][CH:6]=[N:7]2.[S:13](O[S:13]([C:16]([F:19])([F:18])[F:17])(=[O:15])=[O:14])([C:16]([F:19])([F:18])[F:17])(=[O:15])=[O:14]. Product: [Cl:1][C:2]1[CH:11]=[CH:10][C:9]([O:12][S:13]([C:16]([F:19])([F:18])[F:17])(=[O:15])=[O:14])=[C:8]2[C:3]=1[CH:4]=[CH:5][CH:6]=[N:7]2. The catalyst class is: 2. (5) Reactant: Cl[C:2]1[N:12]=[CH:11][C:10]2[O:9][CH2:8][CH2:7][N:6]3[CH:13]=[C:14]([C:16]4[N:20]([CH:21]([CH3:23])[CH3:22])[N:19]=[CH:18][N:17]=4)[N:15]=[C:5]3[C:4]=2[CH:3]=1.[CH3:24][C:25]1([CH3:32])[O:29][CH:28]([CH2:30][NH2:31])[CH2:27][O:26]1.CC(C1C=C(C(C)C)C(C2C=CC=CC=2P(C2CCCCC2)C2CCCCC2)=C(C(C)C)C=1)C.CC(C)([O-])C.[Na+].O1CCOCC1. Product: [CH3:24][C:25]1([CH3:32])[O:29][CH:28]([CH2:30][NH:31][C:2]2[N:12]=[CH:11][C:10]3[O:9][CH2:8][CH2:7][N:6]4[CH:13]=[C:14]([C:16]5[N:20]([CH:21]([CH3:23])[CH3:22])[N:19]=[CH:18][N:17]=5)[N:15]=[C:5]4[C:4]=3[CH:3]=2)[CH2:27][O:26]1. The catalyst class is: 167. (6) Reactant: C(N(C(C)C)CC)(C)C.[Br:10][C:11]1[CH:16]=[CH:15][C:14]([S:17](Cl)(=[O:19])=[O:18])=[CH:13][CH:12]=1.[C:21]([O:25][C:26]([N:28]1[CH2:33][CH2:32][NH:31][CH2:30][CH2:29]1)=[O:27])([CH3:24])([CH3:23])[CH3:22]. Product: [Br:10][C:11]1[CH:16]=[CH:15][C:14]([S:17]([N:31]2[CH2:30][CH2:29][N:28]([C:26]([O:25][C:21]([CH3:24])([CH3:23])[CH3:22])=[O:27])[CH2:33][CH2:32]2)(=[O:19])=[O:18])=[CH:13][CH:12]=1. The catalyst class is: 2.